The task is: Regression. Given a peptide amino acid sequence and an MHC pseudo amino acid sequence, predict their binding affinity value. This is MHC class II binding data.. This data is from Peptide-MHC class II binding affinity with 134,281 pairs from IEDB. (1) The MHC is HLA-DPA10103-DPB10401 with pseudo-sequence HLA-DPA10103-DPB10401. The binding affinity (normalized) is 0.426. The peptide sequence is AAAYAGTTVYGAFAA. (2) The peptide sequence is ASQKRPSQRHG. The MHC is H-2-IAu with pseudo-sequence XXYFLRSGGQTGHVLVFPYTYYDYRTETVYETPT. The binding affinity (normalized) is 0. (3) The peptide sequence is SPPVVSFRETVLDKS. The MHC is DRB1_0401 with pseudo-sequence DRB1_0401. The binding affinity (normalized) is 0.493. (4) The peptide sequence is AYVYFASDASTYTTG. The MHC is HLA-DQA10104-DQB10503 with pseudo-sequence HLA-DQA10104-DQB10503. The binding affinity (normalized) is 0.116. (5) The peptide sequence is MAFLRSVSRLAAAVF. The MHC is DRB1_0701 with pseudo-sequence DRB1_0701. The binding affinity (normalized) is 0.833. (6) The peptide sequence is AGIMIFDPYGATISA. The MHC is DRB1_0401 with pseudo-sequence DRB1_0401. The binding affinity (normalized) is 0.305. (7) The peptide sequence is KSYVLEATLTAE. The MHC is DRB1_0401 with pseudo-sequence DRB1_0401. The binding affinity (normalized) is 0.601. (8) The MHC is DRB1_0401 with pseudo-sequence DRB1_0401. The peptide sequence is TFDGRGAQVYIGNGG. The binding affinity (normalized) is 0.364. (9) The peptide sequence is AGAWRTAAVELARAL. The MHC is DRB1_0405 with pseudo-sequence DRB1_0405. The binding affinity (normalized) is 0.578.